This data is from Forward reaction prediction with 1.9M reactions from USPTO patents (1976-2016). The task is: Predict the product of the given reaction. Given the reactants [Cl:1][C:2]1[CH:3]=[C:4]([NH:9][C:10]2[N:15]=[C:14](S(C)(=O)=O)[C:13]([C:20]3[CH:21]=[N:22][CH:23]=[N:24][CH:25]=3)=[CH:12][N:11]=2)[CH:5]=[CH:6][C:7]=1[F:8].C([N:29]([CH2:33][CH3:34])[CH:30]([CH3:32])C)(C)C.O.CN1C(=O)C[CH2:39][CH2:38]1, predict the reaction product. The product is: [N:29]1([C:14]2[C:13]([C:20]3[CH:21]=[N:22][CH:23]=[N:24][CH:25]=3)=[CH:12][N:11]=[C:10]([NH:9][C:4]3[CH:5]=[CH:6][C:7]([F:8])=[C:2]([Cl:1])[CH:3]=3)[N:15]=2)[CH2:30][CH2:32][CH2:39][CH2:38][CH2:34][CH2:33]1.